This data is from Catalyst prediction with 721,799 reactions and 888 catalyst types from USPTO. The task is: Predict which catalyst facilitates the given reaction. (1) Reactant: [C:1]([NH:24][CH2:25][CH2:26][S:27][S:28][CH2:29][CH2:30][NH:31]C(=O)OC(C)(C)C)(=[O:23])[CH2:2][CH2:3]/[CH:4]=[CH:5]\[CH2:6]/[CH:7]=[CH:8]\[CH2:9]/[CH:10]=[CH:11]\[CH2:12]/[CH:13]=[CH:14]\[CH2:15]/[CH:16]=[CH:17]\[CH2:18]/[CH:19]=[CH:20]\[CH2:21][CH3:22].Cl.C([O-])([O-])=O.[Na+].[Na+]. Product: [NH2:31][CH2:30][CH2:29][S:28][S:27][CH2:26][CH2:25][NH:24][C:1](=[O:23])[CH2:2][CH2:3]/[CH:4]=[CH:5]\[CH2:6]/[CH:7]=[CH:8]\[CH2:9]/[CH:10]=[CH:11]\[CH2:12]/[CH:13]=[CH:14]\[CH2:15]/[CH:16]=[CH:17]\[CH2:18]/[CH:19]=[CH:20]\[CH2:21][CH3:22]. The catalyst class is: 25. (2) Reactant: Br[C:2]1[CH:14]=[CH:13][C:5]([C:6]([O:8][C:9]([CH3:12])([CH3:11])[CH3:10])=[O:7])=[CH:4][C:3]=1[O:15][C:16]1[CH:21]=[CH:20][CH:19]=[CH:18][CH:17]=1.[CH3:22][C:23]1(C)[C:27](C)(C)OB(C(C)=C)O1.C(=O)([O-])[O-].[Na+].[Na+]. Product: [O:15]([C:3]1[CH:4]=[C:5]([CH:13]=[CH:14][C:2]=1[C:23]([CH3:27])=[CH2:22])[C:6]([O:8][C:9]([CH3:12])([CH3:11])[CH3:10])=[O:7])[C:16]1[CH:21]=[CH:20][CH:19]=[CH:18][CH:17]=1. The catalyst class is: 70.